Predict the reactants needed to synthesize the given product. From a dataset of Full USPTO retrosynthesis dataset with 1.9M reactions from patents (1976-2016). (1) Given the product [N:6]1([CH2:5][CH2:4][CH2:3][CH2:2][N:15]2[CH2:20][CH2:19][CH:18]([C:21]3[CH:26]=[CH:25][C:24]([NH:27][C:28](=[O:32])[CH2:29][CH2:30][CH3:31])=[CH:23][CH:22]=3)[CH2:17][CH2:16]2)[C:14]2[C:9](=[CH:10][CH:11]=[CH:12][CH:13]=2)[CH:8]=[CH:7]1, predict the reactants needed to synthesize it. The reactants are: Cl[CH2:2][CH2:3][CH2:4][CH2:5][N:6]1[C:14]2[C:9](=[CH:10][CH:11]=[CH:12][CH:13]=2)[CH:8]=[CH:7]1.[NH:15]1[CH2:20][CH2:19][CH:18]([C:21]2[CH:26]=[CH:25][C:24]([NH:27][C:28](=[O:32])[CH2:29][CH2:30][CH3:31])=[CH:23][CH:22]=2)[CH2:17][CH2:16]1. (2) Given the product [Br:1][C:2]1[CH:3]=[CH:4][CH:5]=[C:6]2[C:11]=1[N:10]=[CH:9][N:8]=[C:7]2[Cl:15], predict the reactants needed to synthesize it. The reactants are: [Br:1][C:2]1[CH:3]=[CH:4][CH:5]=[C:6]2[C:11]=1[N:10]=[CH:9][N:8]=[C:7]2O.P(Cl)(Cl)([Cl:15])=O. (3) The reactants are: [C:1]([C:5]1[N:10]=[C:9]([N:11]2[CH2:16][CH2:15][N:14]([CH2:17][CH2:18][CH2:19][CH2:20][NH2:21])[CH2:13][CH2:12]2)[CH:8]=[C:7]([C:22]([F:25])([F:24])[F:23])[N:6]=1)([CH3:4])([CH3:3])[CH3:2].C1N=CN([C:31](N2C=NC=C2)=[O:32])C=1.[C:38]([C:40]1[CH:45]=[CH:44][CH:43]=[CH:42][C:41]=1[N:46]1[CH2:51][CH2:50][NH:49][CH2:48][CH2:47]1)#[N:39]. Given the product [C:1]([C:5]1[N:10]=[C:9]([N:11]2[CH2:16][CH2:15][N:14]([CH2:17][CH2:18][CH2:19][CH2:20][NH:21][C:31]([N:49]3[CH2:50][CH2:51][N:46]([C:41]4[CH:42]=[CH:43][CH:44]=[CH:45][C:40]=4[C:38]#[N:39])[CH2:47][CH2:48]3)=[O:32])[CH2:13][CH2:12]2)[CH:8]=[C:7]([C:22]([F:24])([F:25])[F:23])[N:6]=1)([CH3:4])([CH3:2])[CH3:3], predict the reactants needed to synthesize it. (4) Given the product [CH2:1]([N:3]1[C:11]2[C:6](=[CH:7][C:8]([S:13]([Cl:12])(=[O:15])=[O:14])=[CH:9][CH:10]=2)[CH2:5][CH2:4]1)[CH3:2], predict the reactants needed to synthesize it. The reactants are: [CH2:1]([N:3]1[C:11]2[C:6](=[CH:7][CH:8]=[CH:9][CH:10]=2)[CH2:5][CH2:4]1)[CH3:2].[Cl:12][S:13](O)(=[O:15])=[O:14]. (5) The reactants are: [CH:1]([N:4](CC)C(C)C)([CH3:3])[CH3:2].[Cl:10][C:11]1[N:12]=[CH:13][C:14]([C:17]([OH:19])=O)=[N:15][CH:16]=1.F[P-](F)(F)(F)(F)F.N1(O[P+](N(C)C)(N(C)C)N(C)C)C2C=CC=CC=2N=N1.CC(N)C.C([O-])(O)=O.[Na+]. Given the product [Cl:10][C:11]1[N:12]=[CH:13][C:14]([C:17]([NH:4][CH:1]([CH3:3])[CH3:2])=[O:19])=[N:15][CH:16]=1, predict the reactants needed to synthesize it. (6) The reactants are: [Cl:1][C:2]1[CH:3]=[C:4]([CH:17]=[C:18]([Cl:20])[CH:19]=1)[CH2:5][C:6]1[C:7]([CH2:15][CH3:16])=[N:8][N:9]([CH2:13][OH:14])[C:10]=1[CH2:11][CH3:12].[N:21]([C:24]([O:26][C:27]1[CH:32]=[CH:31][CH:30]=[CH:29][CH:28]=1)=[O:25])=[C:22]=[O:23]. Given the product [C:22]([NH:21][C:24]([O:26][C:27]1[CH:32]=[CH:31][CH:30]=[CH:29][CH:28]=1)=[O:25])([O:14][CH2:13][N:9]1[C:10]([CH2:11][CH3:12])=[C:6]([CH2:5][C:4]2[CH:17]=[C:18]([Cl:20])[CH:19]=[C:2]([Cl:1])[CH:3]=2)[C:7]([CH2:15][CH3:16])=[N:8]1)=[O:23], predict the reactants needed to synthesize it. (7) Given the product [Br:20][C:6]1[N:2]([CH3:1])[C:3]([C:7]([O:9][CH3:10])=[O:8])=[CH:4][CH:5]=1, predict the reactants needed to synthesize it. The reactants are: [CH3:1][N:2]1[CH:6]=[CH:5][CH:4]=[C:3]1[C:7]([O:9][CH3:10])=[O:8].N#N.C1C(=O)N([Br:20])C(=O)C1.